This data is from Tyrosyl-DNA phosphodiesterase HTS with 341,365 compounds. The task is: Binary Classification. Given a drug SMILES string, predict its activity (active/inactive) in a high-throughput screening assay against a specified biological target. (1) The compound is O=C(Nc1cc(NC(=O)C)ccc1)C1CCN(CC1)C(=O)c1occc1. The result is 0 (inactive). (2) The compound is O=C(NC(C)(C)C)C(N(Cc1ccccc1)C(=O)c1nccnc1)c1cc(OC)c(OC)c(OC)c1. The result is 0 (inactive). (3) The molecule is O=c1nc([nH]c2c1C1(CCCCC1)Cc1c2cccc1)CN(CCO)CCO. The result is 0 (inactive). (4) The compound is O(c1cc2c3n(nc(c3cnc2cc1)c1ccc(cc1)CC)c1ccc(OC)cc1)C. The result is 0 (inactive).